Dataset: Catalyst prediction with 721,799 reactions and 888 catalyst types from USPTO. Task: Predict which catalyst facilitates the given reaction. (1) Reactant: [CH2:1]([O:8][C:9](=[O:23])[C@@H:10]1[CH2:14][C@H:13]([OH:15])[CH2:12][N:11]1[C:16]([O:18][C:19]([CH3:22])([CH3:21])[CH3:20])=[O:17])[C:2]1[CH:7]=[CH:6][CH:5]=[CH:4][CH:3]=1.[CH3:24][S:25](Cl)(=[O:27])=[O:26].O. Product: [CH2:1]([O:8][C:9](=[O:23])[C@@H:10]1[CH2:14][C@H:13]([O:15][S:25]([CH3:24])(=[O:27])=[O:26])[CH2:12][N:11]1[C:16]([O:18][C:19]([CH3:20])([CH3:22])[CH3:21])=[O:17])[C:2]1[CH:7]=[CH:6][CH:5]=[CH:4][CH:3]=1. The catalyst class is: 17. (2) Reactant: [N+:1]([C:4]1[CH:9]=[CH:8][C:7]([N:10]2[CH2:15][CH2:14][S:13][CH2:12][CH2:11]2)=[CH:6][CH:5]=1)([O-])=O.O.C(N(CC)CC)C. Product: [N:10]1([C:7]2[CH:6]=[CH:5][C:4]([NH2:1])=[CH:9][CH:8]=2)[CH2:11][CH2:12][S:13][CH2:14][CH2:15]1. The catalyst class is: 13.